This data is from HIV replication inhibition screening data with 41,000+ compounds from the AIDS Antiviral Screen. The task is: Binary Classification. Given a drug SMILES string, predict its activity (active/inactive) in a high-throughput screening assay against a specified biological target. The molecule is O=C1OCC2(CO)SC(c3ccccc3)NC12. The result is 0 (inactive).